The task is: Predict the product of the given reaction.. This data is from Forward reaction prediction with 1.9M reactions from USPTO patents (1976-2016). (1) Given the reactants [CH3:1][C:2]1[NH:3][C:4](=[O:26])[C:5]([CH2:11][C:12]2[CH:17]=[CH:16][C:15]([C:18]3[C:19]([C:24]#[N:25])=[CH:20][CH:21]=[CH:22][CH:23]=3)=[CH:14][CH:13]=2)=[C:6]([CH2:8][CH2:9][CH3:10])[N:7]=1.[C:27]([C:31]1[CH:36]=[CH:35][C:34](B(O)O)=[CH:33][CH:32]=1)([CH3:30])([CH3:29])[CH3:28].C(N(CC)CC)C.N1C=CC=CC=1, predict the reaction product. The product is: [C:27]([C:31]1[CH:36]=[CH:35][C:34]([N:3]2[C:4](=[O:26])[C:5]([CH2:11][C:12]3[CH:17]=[CH:16][C:15]([C:18]4[C:19]([C:24]#[N:25])=[CH:20][CH:21]=[CH:22][CH:23]=4)=[CH:14][CH:13]=3)=[C:6]([CH2:8][CH2:9][CH3:10])[N:7]=[C:2]2[CH3:1])=[CH:33][CH:32]=1)([CH3:30])([CH3:29])[CH3:28]. (2) The product is: [CH3:28][O:17][C:16](=[O:18])[C:15]1[CH:19]=[CH:20][CH:21]=[CH:22][C:14]=1[CH2:13][C:3]1[C:4](=[O:12])[O:5][C:6]2[C:11]([C:2]=1[OH:1])=[CH:10][CH:9]=[CH:8][CH:7]=2. Given the reactants [OH:1][C:2]1[C:11]2[C:6](=[CH:7][CH:8]=[CH:9][CH:10]=2)[O:5][C:4](=[O:12])[C:3]=1[CH2:13][C:14]1[CH:22]=[CH:21][CH:20]=[CH:19][C:15]=1[C:16]([OH:18])=[O:17].S(=O)(=O)(O)O.[CH3:28]O, predict the reaction product.